Dataset: Experimentally validated miRNA-target interactions with 360,000+ pairs, plus equal number of negative samples. Task: Binary Classification. Given a miRNA mature sequence and a target amino acid sequence, predict their likelihood of interaction. (1) The miRNA is rno-miR-342-3p with sequence UCUCACACAGAAAUCGCACCCGU. Result: 0 (no interaction). The protein sequence of the target gene is MSDKSDLKAELERKKQRLAQIREEKKRKEEERKKKETDQKKEAAVSVQEESDLEKKRREAEALLQSMGLTTDSPIVPPPMSPSSKSVSTPSEAGSQDSGDGAVGSRRGPIKLGMAKITQVDFPPREIVTYTKETQTPVTAQPKEDEEEEDDVATPKPPVEPEEEKTLKKDEENDSKAPPHELTEEEKQQILHSEEFLSFFDHSTRIVERALSEQINIFFDYSGRDLEDKEGEIQAGAKLSLNRQFFDERWSKHRVVSCLDWSSQYPELLVASYNNNEEAPHEPDGVALVWNMKYKKTTPE.... (2) The miRNA is mmu-miR-669n with sequence AUUUGUGUGUGGAUGUGUGU. The protein sequence of the target gene is MSKRKLIPKLSIQSPVLHTNLNVQSTHPPLKKEDLHRISKDSLESDSESLTQEIMCHSEFDDRIRGNGMEPDSLDEEESPRWGSLHEMEEEASGKAAQMAREQNHHTWDQGANNRQQPIEDKYSDLRYDPNWKSKKEEGQLLSVEALPESTDSSLENLPLAPLYPSQETSMELSGGKGEQKESPQSAASLLGSEFLSPNYEHGARRSKPFSELSDSDLEEKSSSLSPYVKSSSSHNEVFLPGSRGPRRRKSKQHFVEKNKLTLGLPTPKTDSYLQLHNKKRGESHPEQISYPVRVTDKTS.... Result: 0 (no interaction). (3) The miRNA is hsa-miR-6759-5p with sequence UUGUGGGUGGGCAGAAGUCUGU. The protein sequence of the target gene is MAETEERSLDNFFAKRDKKKKKERSNRAASAAGAAGSAGGSSGAAGAAGGGAGAGTRPGDGGTASAGAAGPGAATKAVTKDEDEWKELEQKEVDYSGLRVQAMQISSEKEEDDNEKRQDPGDNWEEGGGGGGGMEKSSGPWNKTAPVQAPPAPVIVTETPEPAMTSGVYRPPGARLTTTRKTPQGPPEIYSDTQFPSLQSTAKHVESRKDKEMEKSFEVVRHKNRGRDEVSKNQALKLQLDNQYAVLENQKSSHSQYN. Result: 0 (no interaction). (4) The miRNA is mmu-miR-410-3p with sequence AAUAUAACACAGAUGGCCUGU. The protein sequence of the target gene is MNSDQDVALKLAQERAEIVAKYDRGREGAEIEPWEDADYLVYKVTDRFGFLHEEELPYHNAAADRQKQLEIERTSKWLKMLKKWERYKNTEKFHRRIYKGIPLQLRGEVWALLLEIPKMKEETRDLYSKLKHRARGCSPDIRQIDLDVNRTFRDHIMFRDRYGVKQQSLFHVLAAYSIYNTEVGYCQGMSQITALLLMYMNEEDAFWALVKLFSGPKHAMHGFFVQGFPKLLRFQEHHEKILNKFLSKLKQHLDSQEIYTSFYTMKWFFQCFLDRTPFRLNLRIWDIYIFEGERVLTAMS.... Result: 1 (interaction).